From a dataset of Forward reaction prediction with 1.9M reactions from USPTO patents (1976-2016). Predict the product of the given reaction. (1) Given the reactants [O:1]1[C:5]2[CH:6]=[CH:7][C:8]([C:10]3[C:11]4[C:25](=[O:26])[O:24][C:23](=[O:27])[C:12]=4[CH:13]=[C:14]4[C:22]=3[C:18]3[O:19][CH2:20][O:21][C:17]=3[CH:16]=[CH:15]4)=[CH:9][C:4]=2[O:3][CH2:2]1.[CH3:28][OH:29].[CH3:30][Si](C=[N+]=[N-])(C)C, predict the reaction product. The product is: [CH3:28][O:29][C:23]([C:12]1[CH:13]=[C:14]2[C:22](=[C:10]([C:8]3[CH:7]=[CH:6][C:5]4[O:1][CH2:2][O:3][C:4]=4[CH:9]=3)[C:11]=1[C:25]([O:24][CH3:30])=[O:26])[C:18]1[O:19][CH2:20][O:21][C:17]=1[CH:16]=[CH:15]2)=[O:27]. (2) Given the reactants [CH:1](=[C:8]1[CH2:12][N:11](C(OC(C)(C)C)=O)[C@H:10]([C:20]([OH:22])=O)[CH2:9]1)[C:2]1[CH:7]=[CH:6][CH:5]=[CH:4][CH:3]=1.[CH2:23]([N:25]1[C:37]2[CH:36]=[CH:35][C:34]([NH2:38])=[CH:33][C:32]=2[C:31]2[C:26]1=[CH:27][CH:28]=[CH:29][CH:30]=2)[CH3:24], predict the reaction product. The product is: [CH:1](=[C:8]1[CH2:12][NH:11][C@H:10]([C:20]([NH:38][C:34]2[CH:35]=[CH:36][C:37]3[N:25]([CH2:23][CH3:24])[C:26]4[C:31]([C:32]=3[CH:33]=2)=[CH:30][CH:29]=[CH:28][CH:27]=4)=[O:22])[CH2:9]1)[C:2]1[CH:3]=[CH:4][CH:5]=[CH:6][CH:7]=1.